Dataset: NCI-60 drug combinations with 297,098 pairs across 59 cell lines. Task: Regression. Given two drug SMILES strings and cell line genomic features, predict the synergy score measuring deviation from expected non-interaction effect. (1) Drug 1: C1CN(CCN1C(=O)CCBr)C(=O)CCBr. Drug 2: C1C(C(OC1N2C=NC(=NC2=O)N)CO)O. Cell line: RPMI-8226. Synergy scores: CSS=60.5, Synergy_ZIP=1.35, Synergy_Bliss=0.622, Synergy_Loewe=6.98, Synergy_HSA=9.01. (2) Drug 1: CC1=C2C(C(=O)C3(C(CC4C(C3C(C(C2(C)C)(CC1OC(=O)C(C(C5=CC=CC=C5)NC(=O)C6=CC=CC=C6)O)O)OC(=O)C7=CC=CC=C7)(CO4)OC(=O)C)O)C)OC(=O)C. Drug 2: CC12CCC3C(C1CCC2O)C(CC4=C3C=CC(=C4)O)CCCCCCCCCS(=O)CCCC(C(F)(F)F)(F)F. Cell line: PC-3. Synergy scores: CSS=5.52, Synergy_ZIP=-2.47, Synergy_Bliss=-1.24, Synergy_Loewe=0.822, Synergy_HSA=0.888. (3) Drug 1: CS(=O)(=O)CCNCC1=CC=C(O1)C2=CC3=C(C=C2)N=CN=C3NC4=CC(=C(C=C4)OCC5=CC(=CC=C5)F)Cl. Drug 2: CC12CCC3C(C1CCC2O)C(CC4=C3C=CC(=C4)O)CCCCCCCCCS(=O)CCCC(C(F)(F)F)(F)F. Cell line: NCIH23. Synergy scores: CSS=-7.07, Synergy_ZIP=2.57, Synergy_Bliss=2.62, Synergy_Loewe=-5.30, Synergy_HSA=-3.23. (4) Drug 1: C1CCN(CC1)CCOC2=CC=C(C=C2)C(=O)C3=C(SC4=C3C=CC(=C4)O)C5=CC=C(C=C5)O. Drug 2: N.N.Cl[Pt+2]Cl. Cell line: MDA-MB-435. Synergy scores: CSS=-8.88, Synergy_ZIP=5.90, Synergy_Bliss=7.19, Synergy_Loewe=-2.43, Synergy_HSA=-1.04. (5) Drug 1: CC1C(C(CC(O1)OC2CC(OC(C2O)C)OC3=CC4=CC5=C(C(=O)C(C(C5)C(C(=O)C(C(C)O)O)OC)OC6CC(C(C(O6)C)O)OC7CC(C(C(O7)C)O)OC8CC(C(C(O8)C)O)(C)O)C(=C4C(=C3C)O)O)O)O. Drug 2: C(CC(=O)O)C(=O)CN.Cl. Cell line: OVCAR3. Synergy scores: CSS=36.6, Synergy_ZIP=-3.49, Synergy_Bliss=-4.33, Synergy_Loewe=-25.7, Synergy_HSA=-2.16. (6) Drug 2: C1=CC(=CC=C1C#N)C(C2=CC=C(C=C2)C#N)N3C=NC=N3. Cell line: K-562. Synergy scores: CSS=34.1, Synergy_ZIP=-1.63, Synergy_Bliss=-2.18, Synergy_Loewe=-11.7, Synergy_HSA=-1.25. Drug 1: CC1OCC2C(O1)C(C(C(O2)OC3C4COC(=O)C4C(C5=CC6=C(C=C35)OCO6)C7=CC(=C(C(=C7)OC)O)OC)O)O. (7) Drug 1: CC1=CC=C(C=C1)C2=CC(=NN2C3=CC=C(C=C3)S(=O)(=O)N)C(F)(F)F. Drug 2: C1CNP(=O)(OC1)N(CCCl)CCCl. Cell line: HS 578T. Synergy scores: CSS=0.635, Synergy_ZIP=0.431, Synergy_Bliss=1.45, Synergy_Loewe=-0.352, Synergy_HSA=-0.336. (8) Drug 1: CCN(CC)CCNC(=O)C1=C(NC(=C1C)C=C2C3=C(C=CC(=C3)F)NC2=O)C. Drug 2: CC12CCC3C(C1CCC2O)C(CC4=C3C=CC(=C4)O)CCCCCCCCCS(=O)CCCC(C(F)(F)F)(F)F. Cell line: HCC-2998. Synergy scores: CSS=2.64, Synergy_ZIP=1.11, Synergy_Bliss=-1.16, Synergy_Loewe=-0.911, Synergy_HSA=-2.92.